This data is from Catalyst prediction with 721,799 reactions and 888 catalyst types from USPTO. The task is: Predict which catalyst facilitates the given reaction. (1) Reactant: [C:1]([O:5][C:6]([N:8]1[CH2:13][CH2:12][CH:11]([N:14]2[CH:18]=[C:17](B3OC(C)(C)C(C)(C)O3)[C:16]([C:28]3[CH:33]=[CH:32][CH:31]=[C:30]([N:34]([S:38]([C:41]4[CH:46]=[C:45]([F:47])[CH:44]=[CH:43][C:42]=4[F:48])(=[O:40])=[O:39])[CH2:35][O:36][CH3:37])[C:29]=3[F:49])=[N:15]2)[CH2:10][CH2:9]1)=[O:7])([CH3:4])([CH3:3])[CH3:2].I[C:51]1[CH:59]=[CH:58][N:57]=[C:56]2[C:52]=1[CH:53]=[CH:54][NH:55]2.C(=O)([O-])[O-].[Cs+].[Cs+].C(Cl)Cl. Product: [C:1]([O:5][C:6]([N:8]1[CH2:13][CH2:12][CH:11]([N:14]2[CH:18]=[C:17]([C:51]3[CH:59]=[CH:58][N:57]=[C:56]4[NH:55][CH:54]=[CH:53][C:52]=34)[C:16]([C:28]3[CH:33]=[CH:32][CH:31]=[C:30]([N:34]([S:38]([C:41]4[CH:46]=[C:45]([F:47])[CH:44]=[CH:43][C:42]=4[F:48])(=[O:40])=[O:39])[CH2:35][O:36][CH3:37])[C:29]=3[F:49])=[N:15]2)[CH2:10][CH2:9]1)=[O:7])([CH3:4])([CH3:3])[CH3:2]. The catalyst class is: 622. (2) Reactant: [CH2:1]([C:3]1[C:7]2[CH:8]=[C:9]([C:12]([F:15])([F:14])[F:13])[CH:10]=[CH:11][C:6]=2[S:5][C:4]=1[CH:16]([CH2:34][CH2:35][CH2:36][CH3:37])[CH2:17][CH2:18][O:19][C:20]1[CH:25]=[CH:24][C:23]([O:26][CH2:27][C:28]([O:30]CC)=[O:29])=[C:22]([CH3:33])[CH:21]=1)[CH3:2].[OH-].[Na+]. Product: [CH2:1]([C:3]1[C:7]2[CH:8]=[C:9]([C:12]([F:15])([F:13])[F:14])[CH:10]=[CH:11][C:6]=2[S:5][C:4]=1[CH:16]([CH2:34][CH2:35][CH2:36][CH3:37])[CH2:17][CH2:18][O:19][C:20]1[CH:25]=[CH:24][C:23]([O:26][CH2:27][C:28]([OH:30])=[O:29])=[C:22]([CH3:33])[CH:21]=1)[CH3:2]. The catalyst class is: 5. (3) The catalyst class is: 40. Product: [OH:16][C@H:15]([CH2:14][CH2:13][N:8]1[C:9](=[O:12])[CH:10]=[N:11][C:6]2[CH:5]=[CH:4][C:3]([O:2][CH3:1])=[N:18][C:7]1=2)[CH2:17][NH:19][C@@H:20]1[CH2:24][N:23]([C:25]2[CH:26]=[CH:27][C:28]3[O:29][CH2:30][C:31](=[O:35])[NH:32][C:33]=3[N:34]=2)[C:22](=[O:36])[CH2:21]1. Reactant: [CH3:1][O:2][C:3]1[CH:4]=[CH:5][C:6]2[N:11]=[CH:10][C:9](=[O:12])[N:8]([CH2:13][CH2:14][C@@H:15]3[CH2:17][O:16]3)[C:7]=2[N:18]=1.[NH2:19][C@@H:20]1[CH2:24][N:23]([C:25]2[CH:26]=[CH:27][C:28]3[O:29][CH2:30][C:31](=[O:35])[NH:32][C:33]=3[N:34]=2)[C:22](=[O:36])[CH2:21]1.